From a dataset of Forward reaction prediction with 1.9M reactions from USPTO patents (1976-2016). Predict the product of the given reaction. (1) Given the reactants [C:1]1([C@@H:7]([NH:9][C:10](=[O:38])[CH2:11][C@H:12]([OH:37])[CH2:13][C:14](=[O:36])/[CH:15]=[CH:16]/[C:17]2[N:18]([CH:33]([CH3:35])[CH3:34])[C:19]3[C:24]([C:25]=2[C:26]2[CH:31]=[CH:30][C:29]([F:32])=[CH:28][CH:27]=2)=[CH:23][CH:22]=[CH:21][CH:20]=3)[CH3:8])[CH:6]=[CH:5][CH:4]=[CH:3][CH:2]=1.C1([C@@H](NC(=O)C[C@H](O)C[C@H](O)/C=C/C2C(C3CC3)=NC3C(C=2C2C=CC(F)=CC=2)=CC=CC=3)C)C=CC=CC=1.C1([C@@H](NC(=O)CC(O)CC(O)C=CC2N(C(C)C)C3C(C=2C2C=CC(F)=CC=2)=CC=CC=3)C)C=CC=CC=1.[K+].[Br-], predict the reaction product. The product is: [C:1]1([C@@H:7]([NH:9][C:10](=[O:38])[CH2:11][C@H:12]([OH:37])[CH2:13][C@H:14]([OH:36])/[CH:15]=[CH:16]/[C:17]2[N:18]([CH:33]([CH3:35])[CH3:34])[C:19]3[C:24]([C:25]=2[C:26]2[CH:27]=[CH:28][C:29]([F:32])=[CH:30][CH:31]=2)=[CH:23][CH:22]=[CH:21][CH:20]=3)[CH3:8])[CH:2]=[CH:3][CH:4]=[CH:5][CH:6]=1. (2) Given the reactants Cl[C:2]1[N:7]=[CH:6][CH:5]=[CH:4][N:3]=1.[NH2:8][C:9]1[CH:16]=[CH:15][C:12]([C:13]#[N:14])=[C:11]([OH:17])[CH:10]=1, predict the reaction product. The product is: [C:13]([C:12]1[CH:15]=[CH:16][C:9]([NH:8][C:2]2[N:7]=[CH:6][CH:5]=[CH:4][N:3]=2)=[CH:10][C:11]=1[OH:17])#[N:14]. (3) Given the reactants [CH3:1][C:2]1[O:6][C:5]([C:7]2[CH:12]=[CH:11][CH:10]=[CH:9][CH:8]=2)=[N:4][C:3]=1[CH2:13][O:14][C:15]1[CH:16]=[C:17]([CH:31]=[CH:32][CH:33]=1)[CH2:18][O:19][C:20]1[CH:25]=[CH:24][CH:23]=[CH:22][C:21]=1[CH2:26][C:27]([O:29]C)=[O:28].CO.[OH-].[Na+].Cl, predict the reaction product. The product is: [CH3:1][C:2]1[O:6][C:5]([C:7]2[CH:12]=[CH:11][CH:10]=[CH:9][CH:8]=2)=[N:4][C:3]=1[CH2:13][O:14][C:15]1[CH:16]=[C:17]([CH:31]=[CH:32][CH:33]=1)[CH2:18][O:19][C:20]1[CH:25]=[CH:24][CH:23]=[CH:22][C:21]=1[CH2:26][C:27]([OH:29])=[O:28]. (4) The product is: [CH3:1][C:2]1[S:6][C:5]([C:7]2[CH:12]=[CH:11][CH:10]=[CH:9][CH:8]=2)=[N:4][C:3]=1[CH2:13][O:14][C:15]1[CH:31]=[CH:30][C:18]([CH2:19][O:20][C:21]2[C:26]([CH2:27][C:28]([OH:40])=[O:37])=[CH:25][CH:24]=[CH:23][N:22]=2)=[CH:17][CH:16]=1. Given the reactants [CH3:1][C:2]1[S:6][C:5]([C:7]2[CH:12]=[CH:11][CH:10]=[CH:9][CH:8]=2)=[N:4][C:3]=1[CH2:13][O:14][C:15]1[CH:31]=[CH:30][C:18]([CH2:19][O:20][C:21]2[C:26]([CH2:27][C:28]#N)=[CH:25][CH:24]=[CH:23][N:22]=2)=[CH:17][CH:16]=1.COCCO.[OH-:37].[K+].Cl.[OH2:40], predict the reaction product. (5) Given the reactants [CH2:1]([O:3][C:4]1[C:8]([CH2:9][C:10]([O:12][CH2:13][CH3:14])=[O:11])=[CH:7][NH:6][N:5]=1)[CH3:2].[H-].[Na+].CN(C)C=O.Cl[C:23]1[CH:28]=[CH:27][C:26]([C:29]([F:32])([F:31])[F:30])=[CH:25][N:24]=1, predict the reaction product. The product is: [CH2:1]([O:3][C:4]1[C:8]([CH2:9][C:10]([O:12][CH2:13][CH3:14])=[O:11])=[CH:7][N:6]([C:23]2[CH:28]=[CH:27][C:26]([C:29]([F:32])([F:31])[F:30])=[CH:25][N:24]=2)[N:5]=1)[CH3:2]. (6) Given the reactants [C:1]([C:3]1([C:6]2[CH:7]=[C:8]([CH:36]=[CH:37][CH:38]=2)[C:9]([NH:11][C:12]2[CH:17]=[CH:16][CH:15]=[C:14]([O:18][C:19]3[CH:20]=[N:21][C:22]([NH:25][S:26]([C:29]4[CH:34]=[CH:33][C:32]([CH3:35])=[CH:31][CH:30]=4)(=[O:28])=[O:27])=[CH:23][CH:24]=3)[CH:13]=2)=[O:10])[CH2:5][CH2:4]1)#[N:2].C(N(CC)C(C)C)(C)C.I[CH2:49][C:50]([NH2:52])=[O:51], predict the reaction product. The product is: [NH2:52][C:50](=[O:51])[CH2:49][N:21]1[C:22](=[N:25][S:26]([C:29]2[CH:30]=[CH:31][C:32]([CH3:35])=[CH:33][CH:34]=2)(=[O:27])=[O:28])[CH:23]=[CH:24][C:19]([O:18][C:14]2[CH:13]=[C:12]([NH:11][C:9](=[O:10])[C:8]3[CH:36]=[CH:37][CH:38]=[C:6]([C:3]4([C:1]#[N:2])[CH2:5][CH2:4]4)[CH:7]=3)[CH:17]=[CH:16][CH:15]=2)=[CH:20]1.